Dataset: Full USPTO retrosynthesis dataset with 1.9M reactions from patents (1976-2016). Task: Predict the reactants needed to synthesize the given product. (1) Given the product [C:23]([O:27][C:28]([N:30]1[CH2:31][CH:32]=[C:33]([C:36]2[CH:41]=[C:40]([F:56])[C:39]([C:42]3[N:47]=[CH:46][CH:45]=[CH:44][N:43]=3)=[CH:38][C:37]=2[F:48])[CH2:34][CH2:35]1)=[O:29])([CH3:26])([CH3:24])[CH3:25], predict the reactants needed to synthesize it. The reactants are: C(OC(N1CC=C(B2OC(C)(C)C(C)(C)O2)CC1)=O)(C)(C)C.[C:23]([O:27][C:28]([N:30]1[CH2:35][CH:34]=[C:33]([C:36]2[CH:41]=[CH:40][C:39]([C:42]3[N:47]=[CH:46][CH:45]=[CH:44][N:43]=3)=[CH:38][C:37]=2[F:48])[CH2:32][CH2:31]1)=[O:29])([CH3:26])([CH3:25])[CH3:24].BrC1C=C([F:56])C(Br)=CC=1F. (2) Given the product [Br:17][C:15]1[C:16]([O:26][CH3:25])=[C:5]([O:4][CH3:1])[C:6]([Cl:18])=[C:7]([CH:14]=1)[C:8]([N:10]([O:12][CH3:13])[CH3:11])=[O:9], predict the reactants needed to synthesize it. The reactants are: [CH2:1]([O:4][C:5]1[C:6]([Cl:18])=[C:7]([CH:14]=[C:15]([Br:17])[CH:16]=1)[C:8]([N:10]([O:12][CH3:13])[CH3:11])=[O:9])C=C.BrC1C(OC)=C(OC)C(Cl)=C(C=1)[C:25](O)=[O:26]. (3) Given the product [Br:1][C:2]1[CH:15]=[CH:14][C:5]([O:6][C:7]2[CH:12]=[CH:11][CH:10]=[CH:9][C:8]=2[O:13][CH3:18])=[C:4]([O:16][CH3:17])[CH:3]=1, predict the reactants needed to synthesize it. The reactants are: [Br:1][C:2]1[CH:15]=[CH:14][C:5]([O:6][C:7]2[CH:12]=[CH:11][CH:10]=[CH:9][C:8]=2[OH:13])=[C:4]([O:16][CH3:17])[CH:3]=1.[C:18]([O-])([O-])=O.[Cs+].[Cs+].CI.O. (4) Given the product [F:28][C:27]1[C:22]([CH:18]2[CH2:17][CH2:16][C:15]3[C:20](=[CH:21][C:12]([N:9]4[CH2:10][C:11]5[CH:2]=[CH:3][CH:4]=[N:5][C:6]=5[NH:7][C:8]4=[O:30])=[C:13]([CH3:29])[CH:14]=3)[O:19]2)=[N:23][CH:24]=[CH:25][CH:26]=1, predict the reactants needed to synthesize it. The reactants are: Cl[C:2]1[C:11]2[CH2:10][N:9]([C:12]3[CH:21]=[C:20]4[C:15]([CH2:16][CH2:17][CH:18]([C:22]5[C:27]([F:28])=[CH:26][CH:25]=[CH:24][N:23]=5)[O:19]4)=[CH:14][C:13]=3[CH3:29])[C:8](=[O:30])[NH:7][C:6]=2[N:5]=[CH:4][CH:3]=1. (5) The reactants are: [F:1][C:2]1[CH:3]=[C:4]([C:21]2[CH2:25][CH:24]([CH2:26][O:27][C:28]3[CH:32]=[CH:31][O:30][N:29]=3)[O:23][N:22]=2)[CH:5]=[CH:6][C:7]=1[N:8]1[CH2:13][CH2:12][N:11]([C:14](=[O:20])[CH2:15][O:16]C(=O)C)[CH2:10][CH2:9]1.N. Given the product [F:1][C:2]1[CH:3]=[C:4]([C:21]2[CH2:25][CH:24]([CH2:26][O:27][C:28]3[CH:32]=[CH:31][O:30][N:29]=3)[O:23][N:22]=2)[CH:5]=[CH:6][C:7]=1[N:8]1[CH2:13][CH2:12][N:11]([C:14](=[O:20])[CH2:15][OH:16])[CH2:10][CH2:9]1, predict the reactants needed to synthesize it.